This data is from Full USPTO retrosynthesis dataset with 1.9M reactions from patents (1976-2016). The task is: Predict the reactants needed to synthesize the given product. (1) Given the product [NH2:1][C:2](=[O:25])[C@@H:3]([NH:10][C:11]([C@@H:13]1[CH2:18][CH2:17][CH2:16][CH2:15][C@H:14]1[N:19]1[CH2:20][CH2:21][N:22]([C:46]([CH:40]2[CH2:45][CH2:44][CH2:43][CH2:42][CH2:41]2)=[O:47])[CH2:23][CH2:24]1)=[O:12])[C:4]1[CH:5]=[CH:6][CH:7]=[CH:8][CH:9]=1, predict the reactants needed to synthesize it. The reactants are: [NH2:1][C:2](=[O:25])[C@@H:3]([NH:10][C:11]([C@@H:13]1[CH2:18][CH2:17][CH2:16][CH2:15][C@H:14]1[N:19]1[CH2:24][CH2:23][NH:22][CH2:21][CH2:20]1)=[O:12])[C:4]1[CH:9]=[CH:8][CH:7]=[CH:6][CH:5]=1.C1C=CC2N(O)N=NC=2C=1.C(Cl)CCl.[CH:40]1([C:46](O)=[O:47])[CH2:45][CH2:44][CH2:43][CH2:42][CH2:41]1.CN1CCOCC1. (2) Given the product [CH3:1][O:2][C:3]([C:5]1([C:9]2[CH:14]=[CH:13][C:12]([NH:15][C:16]3[C:21]4[CH2:22][CH2:23][CH2:24][C:20]=4[N:19]=[C:18]([NH:40][C:37]4[CH:38]=[CH:39][C:34]([S:31]([N:26]5[CH2:30][CH2:29][CH2:28][CH2:27]5)(=[O:33])=[O:32])=[CH:35][CH:36]=4)[N:17]=3)=[CH:11][CH:10]=2)[CH2:8][CH2:7][CH2:6]1)=[O:4], predict the reactants needed to synthesize it. The reactants are: [CH3:1][O:2][C:3]([C:5]1([C:9]2[CH:14]=[CH:13][C:12]([NH:15][C:16]3[C:21]4[CH2:22][CH2:23][CH2:24][C:20]=4[N:19]=[C:18](Cl)[N:17]=3)=[CH:11][CH:10]=2)[CH2:8][CH2:7][CH2:6]1)=[O:4].[N:26]1([S:31]([C:34]2[CH:39]=[CH:38][C:37]([NH2:40])=[CH:36][CH:35]=2)(=[O:33])=[O:32])[CH2:30][CH2:29][CH2:28][CH2:27]1. (3) Given the product [C:1]([C:3]1[CH:4]=[CH:5][C:33]([CH2:41][O:42][C:43]2[CH:48]=[CH:47][C:46]([S:49]([NH:52][CH2:53][C@H:54]([N:59]3[CH2:60][CH2:61][N:62]([S:65]([CH3:68])(=[O:66])=[O:67])[CH2:63][CH2:64]3)[C:55]([NH:57][OH:58])=[O:56])(=[O:50])=[O:51])=[CH:45][CH:44]=2)=[CH:34][CH:35]=1)#[N:2], predict the reactants needed to synthesize it. The reactants are: [C:1]([C:3]1[CH:4]=[C:5]([CH:33]=[CH:34][CH:35]=1)COC1C=CC(S(NC[C@H](N2CCN(S(C)(=O)=O)CC2)C(O)=O)(=O)=O)=CC=1)#[N:2].C(C1C=C(C=CC=1)[CH2:41][O:42][C:43]1[CH:48]=[CH:47][C:46]([S:49]([NH:52][CH2:53][C@H:54]([N:59]2[CH2:64][CH2:63][N:62]([S:65]([CH3:68])(=[O:67])=[O:66])[CH2:61][CH2:60]2)[C:55]([NH:57][OH:58])=[O:56])(=[O:51])=[O:50])=[CH:45][CH:44]=1)#N. (4) Given the product [CH2:7]([N:14]1[CH2:15][CH2:16][N:17]([CH2:20][CH2:21][NH2:22])[CH2:18][CH2:19]1)[C:8]1[CH:9]=[CH:10][CH:11]=[CH:12][CH:13]=1, predict the reactants needed to synthesize it. The reactants are: [H-].[Al+3].[Li+].[H-].[H-].[H-].[CH2:7]([N:14]1[CH2:19][CH2:18][N:17]([CH2:20][C:21]#[N:22])[CH2:16][CH2:15]1)[C:8]1[CH:13]=[CH:12][CH:11]=[CH:10][CH:9]=1.O.O.O.O.O.O.O.O.O.O.S([O-])([O-])(=O)=O.[Na+].[Na+]. (5) Given the product [CH:5]12[CH2:4][CH:3]([CH:2]=[CH:9]1)[CH2:12][CH:6]2[S:7]([O:8][CH3:13])(=[O:10])=[O:11], predict the reactants needed to synthesize it. The reactants are: O[CH:2]1[CH:9]2[CH:5]3[CH:6]([CH2:12][CH:3]1[CH2:4]3)[S:7](=[O:11])(=[O:10])[O:8]2.[CH2:13](Cl)Cl.